Dataset: NCI-60 drug combinations with 297,098 pairs across 59 cell lines. Task: Regression. Given two drug SMILES strings and cell line genomic features, predict the synergy score measuring deviation from expected non-interaction effect. (1) Drug 1: C1=CC=C(C=C1)NC(=O)CCCCCCC(=O)NO. Drug 2: C1CC(CNC1)C2=CC=C(C=C2)N3C=C4C=CC=C(C4=N3)C(=O)N. Cell line: HCT116. Synergy scores: CSS=65.4, Synergy_ZIP=1.29, Synergy_Bliss=0.319, Synergy_Loewe=-0.920, Synergy_HSA=3.97. (2) Drug 1: C(CC(=O)O)C(=O)CN.Cl. Drug 2: C1CCC(C(C1)N)N.C(=O)(C(=O)[O-])[O-].[Pt+4]. Cell line: 786-0. Synergy scores: CSS=31.6, Synergy_ZIP=-3.81, Synergy_Bliss=0.794, Synergy_Loewe=0.0328, Synergy_HSA=3.11. (3) Drug 1: CC(CN1CC(=O)NC(=O)C1)N2CC(=O)NC(=O)C2. Drug 2: CC1=C(N=C(N=C1N)C(CC(=O)N)NCC(C(=O)N)N)C(=O)NC(C(C2=CN=CN2)OC3C(C(C(C(O3)CO)O)O)OC4C(C(C(C(O4)CO)O)OC(=O)N)O)C(=O)NC(C)C(C(C)C(=O)NC(C(C)O)C(=O)NCCC5=NC(=CS5)C6=NC(=CS6)C(=O)NCCC[S+](C)C)O. Cell line: SNB-75. Synergy scores: CSS=0.252, Synergy_ZIP=0.272, Synergy_Bliss=1.92, Synergy_Loewe=-1.01, Synergy_HSA=-0.395. (4) Drug 1: CC1=C2C(C(=O)C3(C(CC4C(C3C(C(C2(C)C)(CC1OC(=O)C(C(C5=CC=CC=C5)NC(=O)OC(C)(C)C)O)O)OC(=O)C6=CC=CC=C6)(CO4)OC(=O)C)OC)C)OC. Drug 2: C1C(C(OC1N2C=NC3=C2NC=NCC3O)CO)O. Cell line: MOLT-4. Synergy scores: CSS=73.3, Synergy_ZIP=6.11, Synergy_Bliss=5.63, Synergy_Loewe=1.60, Synergy_HSA=6.58. (5) Drug 1: CN1C(=O)N2C=NC(=C2N=N1)C(=O)N. Drug 2: C1CN(P(=O)(OC1)NCCCl)CCCl. Cell line: OVCAR-4. Synergy scores: CSS=3.13, Synergy_ZIP=-1.03, Synergy_Bliss=2.13, Synergy_Loewe=2.19, Synergy_HSA=2.08. (6) Drug 1: CC1=CC2C(CCC3(C2CCC3(C(=O)C)OC(=O)C)C)C4(C1=CC(=O)CC4)C. Drug 2: C1=CC(=CC=C1CC(C(=O)O)N)N(CCCl)CCCl.Cl. Cell line: OVCAR3. Synergy scores: CSS=14.7, Synergy_ZIP=4.23, Synergy_Bliss=13.0, Synergy_Loewe=2.17, Synergy_HSA=10.1. (7) Drug 1: CCC1(CC2CC(C3=C(CCN(C2)C1)C4=CC=CC=C4N3)(C5=C(C=C6C(=C5)C78CCN9C7C(C=CC9)(C(C(C8N6C=O)(C(=O)OC)O)OC(=O)C)CC)OC)C(=O)OC)O.OS(=O)(=O)O. Drug 2: CCCCCOC(=O)NC1=NC(=O)N(C=C1F)C2C(C(C(O2)C)O)O. Cell line: RPMI-8226. Synergy scores: CSS=78.3, Synergy_ZIP=-1.30, Synergy_Bliss=0.340, Synergy_Loewe=2.55, Synergy_HSA=3.24. (8) Cell line: SK-MEL-5. Drug 2: CC1C(C(CC(O1)OC2CC(CC3=C2C(=C4C(=C3O)C(=O)C5=C(C4=O)C(=CC=C5)OC)O)(C(=O)C)O)N)O.Cl. Drug 1: CC1C(C(CC(O1)OC2CC(CC3=C2C(=C4C(=C3O)C(=O)C5=C(C4=O)C(=CC=C5)OC)O)(C(=O)CO)O)N)O.Cl. Synergy scores: CSS=44.7, Synergy_ZIP=5.26, Synergy_Bliss=10.4, Synergy_Loewe=5.56, Synergy_HSA=6.05.